From a dataset of Catalyst prediction with 721,799 reactions and 888 catalyst types from USPTO. Predict which catalyst facilitates the given reaction. (1) Reactant: Cl[C:2]1[N:7]=[C:6]([N:8]2[CH2:12][C@@H:11]([CH3:13])[CH2:10][C:9]2([CH3:15])[CH3:14])[C:5]([C:16]([NH:18][S:19]([C:22]2[C:23](=[O:28])[NH:24][CH:25]=[CH:26][CH:27]=2)(=[O:21])=[O:20])=[O:17])=[CH:4][CH:3]=1.[C:29]1(B(O)O)[CH:34]=[CH:33][CH:32]=[CH:31][CH:30]=1.C([O-])([O-])=O.[K+].[K+]. The catalyst class is: 3. Product: [O:28]=[C:23]1[C:22]([S:19]([NH:18][C:16]([C:5]2[C:6]([N:8]3[CH2:12][C@@H:11]([CH3:13])[CH2:10][C:9]3([CH3:15])[CH3:14])=[N:7][C:2]([C:29]3[CH:34]=[CH:33][CH:32]=[CH:31][CH:30]=3)=[CH:3][CH:4]=2)=[O:17])(=[O:21])=[O:20])=[CH:27][CH:26]=[CH:25][NH:24]1. (2) Reactant: [N:1]1([CH2:6][CH2:7][CH2:8][CH2:9][C:10]2[CH:25]=[CH:24][C:13]([O:14][CH2:15][C:16]3[S:17][CH:18]=[C:19]([C:21]([OH:23])=O)[N:20]=3)=[CH:12][CH:11]=2)[CH:5]=[CH:4][N:3]=[N:2]1.[Cl:26][C:27]1[CH:32]=[CH:31][C:30]([NH2:33])=[CH:29][CH:28]=1. Product: [Cl:26][C:27]1[CH:32]=[CH:31][C:30]([NH:33][C:21]([C:19]2[N:20]=[C:16]([CH2:15][O:14][C:13]3[CH:12]=[CH:11][C:10]([CH2:9][CH2:8][CH2:7][CH2:6][N:1]4[CH:5]=[CH:4][N:3]=[N:2]4)=[CH:25][CH:24]=3)[S:17][CH:18]=2)=[O:23])=[CH:29][CH:28]=1. The catalyst class is: 33.